From a dataset of Catalyst prediction with 721,799 reactions and 888 catalyst types from USPTO. Predict which catalyst facilitates the given reaction. (1) Reactant: Cl[CH2:2][C:3]1[S:7][C:6]([C:8]2[NH:9][C:10]3[C:15]([CH:16]=2)=[CH:14][CH:13]=[CH:12][C:11]=3[N:17]([CH3:26])[S:18]([C:21]2[S:22][CH:23]=[CH:24][CH:25]=2)(=[O:20])=[O:19])=[N:5][CH:4]=1.C(N(CC)CC)C.[O:34]1[C:38]2([CH2:43][CH2:42][NH:41][CH2:40][CH2:39]2)[CH2:37][NH:36][C:35]1=[O:44].CN(C)C=O. Product: [CH3:26][N:17]([C:11]1[CH:12]=[CH:13][CH:14]=[C:15]2[C:10]=1[NH:9][C:8]([C:6]1[S:7][C:3]([CH2:2][N:41]3[CH2:40][CH2:39][C:38]4([O:34][C:35](=[O:44])[NH:36][CH2:37]4)[CH2:43][CH2:42]3)=[CH:4][N:5]=1)=[CH:16]2)[S:18]([C:21]1[S:22][CH:23]=[CH:24][CH:25]=1)(=[O:19])=[O:20]. The catalyst class is: 6. (2) Reactant: [CH2:1]([C:3]([F:31])([CH2:29][CH3:30])[CH2:4][N:5]1[CH2:10][CH2:9][CH:8]([CH2:11][O:12][C:13]2[CH:18]=[CH:17][C:16]([C:19]3[CH:24]=[CH:23][C:22]([C:25]([OH:27])=O)=[C:21]([F:28])[CH:20]=3)=[CH:15][CH:14]=2)[CH2:7][CH2:6]1)[CH3:2].C(Cl)CCl.C1C=CC2N(O)N=NC=2C=1.CCN(C(C)C)C(C)C.[NH:55]1[CH2:59][CH2:58][C@H:57]([OH:60])[CH2:56]1. Product: [CH2:1]([C:3]([F:31])([CH2:29][CH3:30])[CH2:4][N:5]1[CH2:10][CH2:9][CH:8]([CH2:11][O:12][C:13]2[CH:14]=[CH:15][C:16]([C:19]3[CH:24]=[CH:23][C:22]([C:25]([N:55]4[CH2:59][CH2:58][C@H:57]([OH:60])[CH2:56]4)=[O:27])=[C:21]([F:28])[CH:20]=3)=[CH:17][CH:18]=2)[CH2:7][CH2:6]1)[CH3:2]. The catalyst class is: 18. (3) Reactant: [N-:1]=[N+:2]=[N-:3].[Na+].C(Cl)Cl.[O:8](S(C(F)(F)F)(=O)=O)[S:9]([C:12]([F:15])([F:14])[F:13])(=O)=[O:10]. Product: [S:9]([N:1]=[N+:2]=[N-:3])([C:12]([F:15])([F:14])[F:13])(=[O:10])=[O:8]. The catalyst class is: 6.